This data is from Full USPTO retrosynthesis dataset with 1.9M reactions from patents (1976-2016). The task is: Predict the reactants needed to synthesize the given product. (1) Given the product [F:24][C:5]1[C:6]([NH:8][C:9]2[CH:10]=[C:11]([N:15]([CH3:23])[C:16](=[O:22])[O:17][C:18]([CH3:21])([CH3:20])[CH3:19])[CH:12]=[CH:13][CH:14]=2)=[N:7][C:2]([NH:39][C:38]2[CH:37]=[CH:36][C:35]([O:34][CH2:33][CH2:32][O:31][CH2:30][O:29][CH2:28][CH2:27][O:26][CH3:25])=[CH:41][CH:40]=2)=[N:3][CH:4]=1, predict the reactants needed to synthesize it. The reactants are: Cl[C:2]1[N:7]=[C:6]([NH:8][C:9]2[CH:10]=[C:11]([N:15]([CH3:23])[C:16](=[O:22])[O:17][C:18]([CH3:21])([CH3:20])[CH3:19])[CH:12]=[CH:13][CH:14]=2)[C:5]([F:24])=[CH:4][N:3]=1.[CH3:25][O:26][CH2:27][CH2:28][O:29][CH2:30][O:31][CH2:32][CH2:33][O:34][C:35]1[CH:41]=[CH:40][C:38]([NH2:39])=[CH:37][CH:36]=1.C([O-])([O-])=O.[Cs+].[Cs+].O. (2) Given the product [CH2:29]([O:1][C:2]1[N:3]([C:18]2[CH:23]=[CH:22][CH:21]=[CH:20][CH:19]=2)[C:4]([C:12]2[CH:17]=[CH:16][CH:15]=[CH:14][CH:13]=2)=[C:5]([C:7]([O:9][CH2:10][CH3:11])=[O:8])[N:6]=1)[CH3:30], predict the reactants needed to synthesize it. The reactants are: [O:1]=[C:2]1[NH:6][C:5]([C:7]([O:9][CH2:10][CH3:11])=[O:8])=[C:4]([C:12]2[CH:17]=[CH:16][CH:15]=[CH:14][CH:13]=2)[N:3]1[C:18]1[CH:23]=[CH:22][CH:21]=[CH:20][CH:19]=1.F[B-](F)(F)F.[CH2:29]([O+](CC)CC)[CH3:30].C(=O)(O)[O-].[Na+]. (3) Given the product [O:1]1[C:5]2[CH:6]=[CH:7][C:8]([C:10]3([C:13]([NH:15][C:16]4[S:17][C:18]([C@@H:21]([C:28]5[CH:33]=[CH:32][CH:31]=[CH:30][C:29]=5[Cl:34])[N:22]5[CH2:26][CH2:25][CH2:24][C@H:23]5[OH:27])=[CH:19][N:20]=4)=[O:14])[CH2:12][CH2:11]3)=[CH:9][C:4]=2[O:3][CH2:2]1, predict the reactants needed to synthesize it. The reactants are: [O:1]1[C:5]2[CH:6]=[CH:7][C:8]([C:10]3([C:13]([NH:15][C:16]4[S:17][C:18]([C@H:21]([C:28]5[CH:33]=[CH:32][CH:31]=[CH:30][C:29]=5[Cl:34])[N:22]5[CH2:26][CH2:25][CH2:24][C@H:23]5[OH:27])=[CH:19][N:20]=4)=[O:14])[CH2:12][CH2:11]3)=[CH:9][C:4]=2[O:3][CH2:2]1. (4) Given the product [CH3:15][N:16]1[C:29]2[CH:28]=[C:27]([CH:30]([CH2:39][CH:40]3[CH2:45][CH2:44][O:43][CH2:42][CH2:41]3)[C:31]([O:33][CH2:34][CH3:35])=[O:32])[CH:26]=[CH:25][C:24]=2[S:23](=[O:36])(=[O:37])[C:22]2[C:17]1=[CH:18][CH:19]=[CH:20][CH:21]=2, predict the reactants needed to synthesize it. The reactants are: C[Si](C)(C)N[Si](C)(C)C.C([Li])CCC.[CH3:15][N:16]1[C:29]2[CH:28]=[C:27]([CH2:30][C:31]([O:33][CH2:34][CH3:35])=[O:32])[CH:26]=[CH:25][C:24]=2[S:23](=[O:37])(=[O:36])[C:22]2[C:17]1=[CH:18][CH:19]=[CH:20][CH:21]=2.I[CH2:39][CH:40]1[CH2:45][CH2:44][O:43][CH2:42][CH2:41]1. (5) Given the product [CH3:1][O:2][C:3](=[O:18])[C:4]1[CH:9]=[C:8]([C:10]2[CH:15]=[CH:14][C:13]([CH3:16])=[CH:12][N:11]=2)[CH:7]=[C:6]([N:23]2[CH:24]=[CH:25][N:26]=[C:22]2[CH:19]([CH3:21])[CH3:20])[CH:5]=1, predict the reactants needed to synthesize it. The reactants are: [CH3:1][O:2][C:3](=[O:18])[C:4]1[CH:9]=[C:8]([C:10]2[CH:15]=[CH:14][C:13]([CH3:16])=[CH:12][N:11]=2)[CH:7]=[C:6](I)[CH:5]=1.[CH:19]([C:22]1[NH:23][CH:24]=[CH:25][N:26]=1)([CH3:21])[CH3:20].C([O-])([O-])=O.[K+].[K+]. (6) Given the product [CH3:20][C@H:9]1[CH2:10][CH2:11][CH2:12][C@H:13]([C:14](=[O:19])[CH2:15][CH2:16][CH2:17][CH3:18])[NH:8]1, predict the reactants needed to synthesize it. The reactants are: C([N:8]1[C@@H:13]([C:14](=[O:19])[CH2:15][CH2:16][CH2:17][CH3:18])[CH2:12][CH2:11][CH2:10][C@@H:9]1[CH3:20])(OC(C)(C)C)=O. (7) The reactants are: [OH-].[Na+].C([O:5][C:6](=[O:19])[C:7]1[CH:12]=[CH:11][C:10]([O:13][CH2:14][CH3:15])=[C:9]([N+:16]([O-:18])=[O:17])[CH:8]=1)C.C(OC(=O)C1C=CC(OCC)=C(NC(N)=S)C=1)C. Given the product [CH2:14]([O:13][C:10]1[CH:11]=[CH:12][C:7]([C:6]([OH:19])=[O:5])=[CH:8][C:9]=1[N+:16]([O-:18])=[O:17])[CH3:15], predict the reactants needed to synthesize it. (8) Given the product [CH3:1][C:2]([CH3:16])([CH3:15])[CH2:3][N:4]1[CH2:8][CH2:7][CH:6]([N:9]2[CH:13]=[C:12]([NH:14][C:30](=[O:31])[CH:29]([NH:28][C:26](=[O:27])[CH2:25][C:20]3[CH:21]=[C:22]([F:24])[CH:23]=[C:18]([F:17])[CH:19]=3)[CH2:33][CH2:34][CH3:35])[N:11]=[CH:10]2)[CH2:5]1, predict the reactants needed to synthesize it. The reactants are: [CH3:1][C:2]([CH3:16])([CH3:15])[CH2:3][N:4]1[CH2:8][CH2:7][CH:6]([N:9]2[CH:13]=[C:12]([NH2:14])[N:11]=[CH:10]2)[CH2:5]1.[F:17][C:18]1[CH:19]=[C:20]([CH2:25][C:26]([NH:28][CH:29]([CH2:33][CH2:34][CH3:35])[C:30](O)=[O:31])=[O:27])[CH:21]=[C:22]([F:24])[CH:23]=1. (9) Given the product [CH3:15][C:16]1[C:20]([N+:21]([O-:23])=[O:22])=[C:19]([CH3:24])[N:18]([CH:48]2[CH2:49][CH2:50][N:45]([CH3:44])[CH2:46][CH2:47]2)[N:17]=1, predict the reactants needed to synthesize it. The reactants are: N(C(OC(C)C)=O)=NC(OC(C)C)=O.[CH3:15][C:16]1[C:20]([N+:21]([O-:23])=[O:22])=[C:19]([CH3:24])[NH:18][N:17]=1.C1(P(C2C=CC=CC=2)C2C=CC=CC=2)C=CC=CC=1.[CH3:44][N:45]1[CH2:50][CH2:49][CH:48](O)[CH2:47][CH2:46]1. (10) Given the product [OH:17][CH2:16][C@@H:11]([NH:10][S:6]([C:2]1[S:1][CH:5]=[CH:4][CH:3]=1)(=[O:8])=[O:7])[C@@H:12]([CH3:13])[CH2:14][CH3:15], predict the reactants needed to synthesize it. The reactants are: [S:1]1[CH:5]=[CH:4][CH:3]=[C:2]1[S:6](Cl)(=[O:8])=[O:7].[NH2:10][C@H:11]([CH2:16][OH:17])[C@H:12]([CH2:14][CH3:15])[CH3:13].CCN(C(C)C)C(C)C.